This data is from Forward reaction prediction with 1.9M reactions from USPTO patents (1976-2016). The task is: Predict the product of the given reaction. (1) Given the reactants [Cl:1][C:2]1[CH:3]=[CH:4][C:5]([N:10]2[CH:14]=[N:13][CH:12]=[N:11]2)=[C:6]([CH2:8]O)[CH:7]=1.S(Br)([Br:17])=O, predict the reaction product. The product is: [Br:17][CH2:8][C:6]1[CH:7]=[C:2]([Cl:1])[CH:3]=[CH:4][C:5]=1[N:10]1[CH:14]=[N:13][CH:12]=[N:11]1. (2) Given the reactants [OH:1][C:2]1[NH:6][N:5]=[C:4]([C:7]2[CH:12]=[CH:11][C:10]([O:13][CH:14]([CH3:16])[CH3:15])=[C:9]([CH3:17])[CH:8]=2)[C:3]=1[CH3:18].Br[CH2:20][CH2:21]Br.C(=O)([O-])[O-].[K+].[K+], predict the reaction product. The product is: [CH:14]([O:13][C:10]1[CH:11]=[CH:12][C:7]([C:4]2[C:3]([CH3:18])=[C:2]3[O:1][CH2:20][CH2:21][N:6]3[N:5]=2)=[CH:8][C:9]=1[CH3:17])([CH3:15])[CH3:16]. (3) Given the reactants COC1C=C(OC)C=CC=1C[NH:6][C:7]1[N:16]2[N:17]=[C:18]([CH2:20][CH2:21][N:22]3[CH2:27][CH2:26][CH2:25][C:24]([C:29]([F:32])([F:31])[F:30])([OH:28])[CH2:23]3)[N:19]=[C:15]2[C:14]2[C:9](=[C:10]3[O:35][C:34]([F:37])([F:36])[O:33][C:11]3=[CH:12][CH:13]=2)[N:8]=1.FC(F)(F)C(O)=O, predict the reaction product. The product is: [NH2:6][C:7]1[N:16]2[N:17]=[C:18]([CH2:20][CH2:21][N:22]3[CH2:27][CH2:26][CH2:25][C:24]([C:29]([F:32])([F:31])[F:30])([OH:28])[CH2:23]3)[N:19]=[C:15]2[C:14]2[C:9](=[C:10]3[O:35][C:34]([F:37])([F:36])[O:33][C:11]3=[CH:12][CH:13]=2)[N:8]=1. (4) The product is: [Cl:1][C:2]1[CH:3]=[CH:4][C:5]([C:8]2[CH:13]=[CH:12][N:11]3[C:14](=[O:30])[N:15]([CH2:17][C:18]4[C:19]([CH2:28][O:29][CH3:40])=[N:20][C:21]([C:24]([F:26])([F:27])[F:25])=[CH:22][CH:23]=4)[N:16]=[C:10]3[C:9]=2[C:31]2[CH:32]=[CH:33][N:34]=[CH:35][CH:36]=2)=[CH:6][CH:7]=1. Given the reactants [Cl:1][C:2]1[CH:7]=[CH:6][C:5]([C:8]2[CH:13]=[CH:12][N:11]3[C:14](=[O:30])[N:15]([CH2:17][C:18]4[C:19]([CH2:28][OH:29])=[N:20][C:21]([C:24]([F:27])([F:26])[F:25])=[CH:22][CH:23]=4)[N:16]=[C:10]3[C:9]=2[C:31]2[CH:36]=[CH:35][N:34]=[CH:33][CH:32]=2)=[CH:4][CH:3]=1.[H-].[Na+].I[CH3:40], predict the reaction product. (5) Given the reactants [Mg].[CH3:2][CH2:3][O:4][C:5]([C@H:7]1[CH2:11][CH2:10][C:9](=[O:12])[N:8]1[C:13]([O:15][C:16]([CH3:19])([CH3:18])[CH3:17])=[O:14])=[O:6].O.Br[C:22]1[CH:27]=[CH:26][C:25]([F:28])=[CH:24][C:23]=1[F:29], predict the reaction product. The product is: [C:16]([O:15][C:13]([NH:8][C@H:7]([CH2:11][CH2:10][C:9]([C:22]1[CH:27]=[CH:26][C:25]([F:28])=[CH:24][C:23]=1[F:29])=[O:12])[C:5]([O:4][CH2:3][CH3:2])=[O:6])=[O:14])([CH3:19])([CH3:18])[CH3:17].